Dataset: Catalyst prediction with 721,799 reactions and 888 catalyst types from USPTO. Task: Predict which catalyst facilitates the given reaction. (1) The catalyst class is: 7. Product: [Cl:1][C:2]1[N:7]2[N:8]=[C:9]([C:13]3[CH:18]=[CH:17][C:16]([F:19])=[CH:15][CH:14]=3)[C:10]([CH:11]([OH:12])[C:20]#[C:21][CH3:22])=[C:6]2[CH:5]=[CH:4][CH:3]=1. Reactant: [Cl:1][C:2]1[N:7]2[N:8]=[C:9]([C:13]3[CH:18]=[CH:17][C:16]([F:19])=[CH:15][CH:14]=3)[C:10]([CH:11]=[O:12])=[C:6]2[CH:5]=[CH:4][CH:3]=1.[C:20]([Mg]Br)#[C:21][CH3:22].C(=O)(O)[O-].[Na+]. (2) Reactant: C([O:4][C:5]([CH:7]1[CH2:11][CH2:10][CH2:9][N:8]1[S:12]([C:15]1[CH:20]=[CH:19][C:18]([F:21])=[CH:17][CH:16]=1)(=[O:14])=[O:13])=[O:6])(C)C.[OH-].[Na+]. Product: [F:21][C:18]1[CH:19]=[CH:20][C:15]([S:12]([N:8]2[CH2:9][CH2:10][CH2:11][CH:7]2[C:5]([OH:6])=[O:4])(=[O:14])=[O:13])=[CH:16][CH:17]=1. The catalyst class is: 5.